From a dataset of Peptide-MHC class I binding affinity with 185,985 pairs from IEDB/IMGT. Regression. Given a peptide amino acid sequence and an MHC pseudo amino acid sequence, predict their binding affinity value. This is MHC class I binding data. (1) The peptide sequence is YPMSIPATL. The MHC is HLA-B15:42 with pseudo-sequence HLA-B15:42. The binding affinity (normalized) is 0.213. (2) The peptide sequence is NHINVSLSL. The MHC is Mamu-A07 with pseudo-sequence Mamu-A07. The binding affinity (normalized) is 0.956.